Dataset: Catalyst prediction with 721,799 reactions and 888 catalyst types from USPTO. Task: Predict which catalyst facilitates the given reaction. (1) Reactant: [C:1]([O:5][C:6]([N:8]1[CH2:13][C@@H:12]([N:14]([C:19]([C:21]2[N:22]=[N:23][N:24]([C:32]3[CH:37]=[CH:36][CH:35]=[CH:34][CH:33]=3)[C:25]=2[CH2:26][CH2:27][CH2:28][CH2:29][O:30][CH3:31])=[O:20])[CH2:15][CH:16]([CH3:18])[CH3:17])[CH2:11][C@@H:10]([C:38](O)=[O:39])[CH2:9]1)=[O:7])([CH3:4])([CH3:3])[CH3:2].[NH:41]1[CH2:45][CH2:44][CH2:43][CH2:42]1.CCN=C=NCCCN(C)C.Cl.C1C=CC2N(O)N=NC=2C=1.C(N(C(C)C)CC)(C)C.C(=O)([O-])O.[Na+]. Product: [CH3:31][O:30][CH2:29][CH2:28][CH2:27][CH2:26][C:25]1[N:24]([C:32]2[CH:33]=[CH:34][CH:35]=[CH:36][CH:37]=2)[N:23]=[N:22][C:21]=1[C:19]([N:14]([CH2:15][CH:16]([CH3:18])[CH3:17])[C@H:12]1[CH2:11][C@@H:10]([C:38]([N:41]2[CH2:45][CH2:44][CH2:43][CH2:42]2)=[O:39])[CH2:9][N:8]([C:6]([O:5][C:1]([CH3:4])([CH3:2])[CH3:3])=[O:7])[CH2:13]1)=[O:20]. The catalyst class is: 3. (2) Reactant: Cl.Cl.Cl.Cl.Cl.[NH2:6][C:7]1[CH:12]=[CH:11][C:10]([C:13]2[CH:18]=[CH:17][N:16]=[C:15]([NH:19][C:20]3[CH:25]=[CH:24][C:23]([N:26]4[CH2:31][CH2:30][O:29][CH2:28][CH2:27]4)=[CH:22][CH:21]=3)[N:14]=2)=[CH:9][CH:8]=1.C(N(C(C)C)CC)(C)C.[C:41]([O:45][C:46]([N:48]1[CH2:52][CH2:51][CH2:50][C:49]1([CH3:56])[C:53](O)=[O:54])=[O:47])([CH3:44])([CH3:43])[CH3:42].F[P-](F)(F)(F)(F)F.N1(OC(N(C)C)=[N+](C)C)C2N=CC=CC=2N=N1. Product: [CH3:56][C:49]1([C:53](=[O:54])[NH:6][C:7]2[CH:12]=[CH:11][C:10]([C:13]3[CH:18]=[CH:17][N:16]=[C:15]([NH:19][C:20]4[CH:21]=[CH:22][C:23]([N:26]5[CH2:27][CH2:28][O:29][CH2:30][CH2:31]5)=[CH:24][CH:25]=4)[N:14]=3)=[CH:9][CH:8]=2)[CH2:50][CH2:51][CH2:52][N:48]1[C:46]([O:45][C:41]([CH3:43])([CH3:42])[CH3:44])=[O:47]. The catalyst class is: 44. (3) Reactant: Cl[C:2]1[O:3][C:4]2[CH:10]=[CH:9][C:8]([S:11]([CH2:14][CH3:15])(=[O:13])=[O:12])=[CH:7][C:5]=2[N:6]=1.[C:16]([O:20][C:21]([N:23]1[CH2:28][CH2:27][NH:26][CH2:25][CH2:24]1)=[O:22])([CH3:19])([CH3:18])[CH3:17].C(=O)([O-])[O-].[K+].[K+]. Product: [C:16]([O:20][C:21]([N:23]1[CH2:28][CH2:27][N:26]([C:2]2[O:3][C:4]3[CH:10]=[CH:9][C:8]([S:11]([CH2:14][CH3:15])(=[O:13])=[O:12])=[CH:7][C:5]=3[N:6]=2)[CH2:25][CH2:24]1)=[O:22])([CH3:19])([CH3:17])[CH3:18]. The catalyst class is: 10. (4) Reactant: [CH2:1]([O:3][C:4]([C:6]1[C:7]([C:17]2[CH:22]=[CH:21][C:20]([NH2:23])=[CH:19][CH:18]=2)=[C:8]2[N:13]([C:14]=1[Br:15])[N:12]=[CH:11][N:10]=[C:9]2[NH2:16])=[O:5])[CH3:2].C(N(CC)CC)C.[F:31][C:32]([F:50])([F:49])[C:33]1[CH:38]=[CH:37][N:36]=[C:35]([NH:39][C:40](=O)[O:41]C2C=CC=CC=2)[CH:34]=1. Product: [NH2:16][C:9]1[C:8]2=[C:7]([C:17]3[CH:18]=[CH:19][C:20]([NH:23][C:40]([NH:39][C:35]4[CH:34]=[C:33]([C:32]([F:49])([F:31])[F:50])[CH:38]=[CH:37][N:36]=4)=[O:41])=[CH:21][CH:22]=3)[C:6]([C:4]([O:3][CH2:1][CH3:2])=[O:5])=[C:14]([Br:15])[N:13]2[N:12]=[CH:11][N:10]=1. The catalyst class is: 1. (5) Reactant: [CH3:1][C:2]([CH3:28])([CH3:27])[C:3]([C:21]1[CH:22]=[N:23][CH:24]=[N:25][CH:26]=1)([C:5]1[CH:10]=[CH:9][C:8]([C:11]2[CH:16]=[CH:15][C:14]([Si](C)(C)C)=[CH:13][CH:12]=2)=[CH:7][N:6]=1)[OH:4].[I:29]Cl. Product: [I:29][C:14]1[CH:15]=[CH:16][C:11]([C:8]2[CH:9]=[CH:10][C:5]([C:3]([C:21]3[CH:22]=[N:23][CH:24]=[N:25][CH:26]=3)([OH:4])[C:2]([CH3:28])([CH3:27])[CH3:1])=[N:6][CH:7]=2)=[CH:12][CH:13]=1. The catalyst class is: 2.